Dataset: Forward reaction prediction with 1.9M reactions from USPTO patents (1976-2016). Task: Predict the product of the given reaction. (1) Given the reactants [C:1]([C@H:3]1[C@H:8]2[CH2:9][C@H:7]2[C@H:6]2[C@H:10]3[C@H:20]([CH2:21][CH2:22][C@:4]12[CH3:5])[C@:18]1([CH3:19])[C:13](=[CH:14][C:15](=[O:23])[CH2:16][CH2:17]1)[CH2:12][CH2:11]3)#[N:2].N1CCCC1.[CH3:29][OH:30], predict the reaction product. The product is: [C:1]([C@H:3]1[C@H:8]2[CH2:9][C@H:7]2[C@H:6]2[C@H:10]3[C@H:20]([CH2:21][CH2:22][C@:4]12[CH3:5])[C@:18]1([CH3:19])[C:13](=[CH:14][C:15](=[O:23])[CH2:16][CH2:17]1)[C@H:12]([CH2:29][OH:30])[CH2:11]3)#[N:2]. (2) Given the reactants ClC1C=CC=C(C(OO)=[O:9])C=1.ClCCl.[Br:15][C:16]1[N:21]=[C:20]([S:22][CH3:23])[N:19]=[C:18]([NH:24][CH2:25][C:26]([F:29])([F:28])[F:27])[C:17]=1[CH:30]([CH2:32][CH3:33])[CH3:31].[OH2:34], predict the reaction product. The product is: [Br:15][C:16]1[N:21]=[C:20]([S:22]([CH3:23])(=[O:9])=[O:34])[N:19]=[C:18]([NH:24][CH2:25][C:26]([F:27])([F:29])[F:28])[C:17]=1[CH:30]([CH2:32][CH3:33])[CH3:31]. (3) Given the reactants C(=O)([O-])[O-:2].[Cs+].[Cs+].[CH3:7][O:8][C:9]1[C@@:10]2([CH2:30][CH:31]=[C:32]([CH3:34])[CH3:33])[CH2:16][CH:14]3[O:15][C@@:11]2([O:28][CH3:29])[C@H:12]([CH2:26][CH:27]=1)[C@@:13]3([CH2:18][CH2:19][CH2:20][C:21]([O:24][CH3:25])([CH3:23])[CH3:22])[CH3:17].CCCCCCCCC.C(OO)(C)(C)C.O=O.FC(F)(F)C(OC1C(OC(=O)C(F)(F)F)=C(I)C=CC=1)=O, predict the reaction product. The product is: [CH3:7][O:8][C:9]1[C@@:10]2([CH2:30][CH:31]=[C:32]([CH3:34])[CH3:33])[CH2:16][CH:14]3[O:15][C@@:11]2([O:28][CH3:29])[C@H:12]([C:26](=[O:2])[CH:27]=1)[C@@:13]3([CH2:18][CH2:19][CH2:20][C:21]([O:24][CH3:25])([CH3:22])[CH3:23])[CH3:17].